Dataset: Reaction yield outcomes from USPTO patents with 853,638 reactions. Task: Predict the reaction yield, written as a fraction of the theoretical maximum amount of product (1.0 means a 100% yield; for example, 0.34 means a 34% yield). (1) The reactants are [C:1]([Si:3]([CH3:6])([CH3:5])[CH3:4])#[CH:2].Br[C:8]1[CH:17]=[CH:16][C:11]([C:12]([O:14][CH3:15])=[O:13])=[CH:10][CH:9]=1. The yield is 0.960. The product is [CH3:4][Si:3]([C:1]#[C:2][C:8]1[CH:17]=[CH:16][C:11]([C:12]([O:14][CH3:15])=[O:13])=[CH:10][CH:9]=1)([CH3:6])[CH3:5]. The catalyst is [Cu]I. (2) The reactants are [O:1]=[C:2]1[C:7]2[CH:8]=[CH:9][CH:10]=[CH:11][C:6]=2[S:5][C:4]([C:12]2[CH:17]=[C:16]([CH2:18][CH2:19][C:20]#[N:21])[CH:15]=[CH:14][N:13]=2)=[N:3]1.C[Si]([N:26]=[N+:27]=[N-:28])(C)C.C([Sn](=O)CCCC)CCC. The catalyst is C1(C)C=CC=CC=1. The product is [NH:26]1[C:20]([CH2:19][CH2:18][C:16]2[CH:15]=[CH:14][N:13]=[C:12]([C:4]3[S:5][C:6]4[CH:11]=[CH:10][CH:9]=[CH:8][C:7]=4[C:2](=[O:1])[N:3]=3)[CH:17]=2)=[N:21][N:28]=[N:27]1. The yield is 0.440. (3) The reactants are N1C=CC=CC=1.Cl[C:8]([O:10][CH:11]([Cl:13])[CH3:12])=[O:9].[C:14]([O:18][CH2:19][CH2:20][CH2:21][CH2:22][OH:23])(=[O:17])[CH:15]=[CH2:16]. The catalyst is ClCCl. The product is [C:8](=[O:9])([O:23][CH2:22][CH2:21][CH2:20][CH2:19][O:18][C:14](=[O:17])[CH:15]=[CH2:16])[O:10][CH:11]([Cl:13])[CH3:12]. The yield is 0.900. (4) The reactants are [C:1]([O:5][C:6]([NH:8][C@@H:9]([CH2:39][C:40]1[CH:45]=[CH:44][C:43]([OH:46])=[CH:42][CH:41]=1)[CH2:10][N:11]([CH2:14][CH:15]([NH:31][C:32]([O:34][C:35]([CH3:38])([CH3:37])[CH3:36])=[O:33])[CH2:16][C:17]1[CH:22]=[CH:21][C:20]([O:23][CH2:24]C2C=CC=CC=2)=[CH:19][CH:18]=1)[CH2:12][CH3:13])=[O:7])([CH3:4])([CH3:3])[CH3:2].[N+](=[CH2:49])=[N-]. The catalyst is C(OCC)C. The product is [C:35]([O:34][C:32]([NH:31][C@@H:15]([CH2:16][C:17]1[CH:18]=[CH:19][C:20]([O:23][CH3:24])=[CH:21][CH:22]=1)[CH2:14][N:11]([CH2:10][CH:9]([NH:8][C:6]([O:5][C:1]([CH3:2])([CH3:4])[CH3:3])=[O:7])[CH2:39][C:40]1[CH:45]=[CH:44][C:43]([O:46][CH3:49])=[CH:42][CH:41]=1)[CH2:12][CH3:13])=[O:33])([CH3:37])([CH3:36])[CH3:38]. The yield is 0.770. (5) The reactants are Br.[NH2:2][C:3]1[N:12]=[C:6]2[CH:7]=[CH:8][C:9]([OH:11])=[CH:10][N:5]2[N:4]=1.[CH:13]1([C:16](Cl)=[O:17])[CH2:15][CH2:14]1. The catalyst is CN(C)C(=O)C.O. The product is [OH:11][C:9]1[CH:8]=[CH:7][C:6]2[N:5]([N:4]=[C:3]([NH:2][C:16]([CH:13]3[CH2:15][CH2:14]3)=[O:17])[N:12]=2)[CH:10]=1. The yield is 0.890. (6) The reactants are Cl[C:2]1[N:7]2[N:8]=[CH:9][CH:10]=[C:6]2[N:5]=[C:4]([C:11]2[CH:16]=[CH:15][C:14]([C:17]([F:20])([F:19])[F:18])=[CH:13][CH:12]=2)[CH:3]=1.[CH3:21][Zn]C.[C:24]1(C)C=CC=C[CH:25]=1.[NH4+].[Cl-]. The catalyst is C1COCC1. The product is [C:24]([C:10]1[CH:9]=[N:8][N:7]2[C:2]([CH3:21])=[CH:3][C:4]([C:11]3[CH:16]=[CH:15][C:14]([C:17]([F:20])([F:19])[F:18])=[CH:13][CH:12]=3)=[N:5][C:6]=12)#[CH:25]. The yield is 0.840. (7) The reactants are C([O:8][C:9]1[CH:10]=[C:11]([N:15]2[C:19]([NH2:20])=[CH:18][C:17]([C:21]([CH3:42])([CH3:41])[CH2:22][O:23][Si:24]([C:37]([CH3:40])([CH3:39])[CH3:38])([C:31]3[CH:36]=[CH:35][CH:34]=[CH:33][CH:32]=3)[C:25]3[CH:30]=[CH:29][CH:28]=[CH:27][CH:26]=3)=[N:16]2)[CH:12]=[CH:13][CH:14]=1)C1C=CC=CC=1.O.C([O-])=O.[NH4+]. The catalyst is C(O)C.[Pd]. The product is [NH2:20][C:19]1[N:15]([C:11]2[CH:10]=[C:9]([OH:8])[CH:14]=[CH:13][CH:12]=2)[N:16]=[C:17]([C:21]([CH3:42])([CH3:41])[CH2:22][O:23][Si:24]([C:37]([CH3:40])([CH3:39])[CH3:38])([C:25]2[CH:30]=[CH:29][CH:28]=[CH:27][CH:26]=2)[C:31]2[CH:36]=[CH:35][CH:34]=[CH:33][CH:32]=2)[CH:18]=1. The yield is 0.410. (8) The reactants are C([O-])([O-])=O.[Na+].[Na+].[CH2:7]([O:9][NH2:10])[CH3:8].[C:11](O[C:11]([O:13][C:14]([CH3:17])([CH3:16])[CH3:15])=[O:12])([O:13][C:14]([CH3:17])([CH3:16])[CH3:15])=[O:12].Cl. The catalyst is ClCCl.O. The product is [CH2:7]([O:9][NH:10][C:11](=[O:12])[O:13][C:14]([CH3:17])([CH3:16])[CH3:15])[CH3:8]. The yield is 0.900. (9) The reactants are [CH2:1]([C:5]1[N:10]2[N:11]=[C:12]([CH3:14])[N:13]=[C:9]2[N:8]([C@H:15]2[CH2:20][CH2:19][C@H:18]([OH:21])[CH2:17][CH2:16]2)[C:7](=[O:22])[C:6]=1[CH2:23][C:24]1[CH:29]=[CH:28][C:27]([C:30]2[C:31]([C:36]#[N:37])=[CH:32][CH:33]=[CH:34][CH:35]=2)=[CH:26][CH:25]=1)[CH2:2][CH2:3][CH3:4].C([O:40]C(=O)C(C)C[N+]#N)C.[C:48]1([CH3:54])[CH:53]=CC=[CH:50][CH:49]=1. The catalyst is C([O-])(=O)C.[Rh+]. The product is [CH2:1]([C:5]1[N:10]2[N:11]=[C:12]([CH3:14])[N:13]=[C:9]2[N:8]([C@H:15]2[CH2:20][CH2:19][C@H:18]([O:21][CH:49]([CH3:50])[C:48]([OH:40])([CH3:54])[CH3:53])[CH2:17][CH2:16]2)[C:7](=[O:22])[C:6]=1[CH2:23][C:24]1[CH:25]=[CH:26][C:27]([C:30]2[C:31]([C:36]#[N:37])=[CH:32][CH:33]=[CH:34][CH:35]=2)=[CH:28][CH:29]=1)[CH2:2][CH2:3][CH3:4]. The yield is 0.630. (10) The reactants are [CH2:1]([O:3][C:4](=[O:14])[C:5]1[C:10](Cl)=[CH:9][C:8](Cl)=[N:7][C:6]=1[CH3:13])C.[CH3:15][O-:16].[Na+].[CH3:18][OH:19]. No catalyst specified. The product is [CH3:1][O:3][C:4](=[O:14])[C:5]1[C:10]([O:16][CH3:15])=[CH:9][C:8]([O:19][CH3:18])=[N:7][C:6]=1[CH3:13]. The yield is 0.670.